Dataset: Full USPTO retrosynthesis dataset with 1.9M reactions from patents (1976-2016). Task: Predict the reactants needed to synthesize the given product. (1) Given the product [CH3:8][O:7][C:5](=[O:6])[CH2:4][CH2:3][C@H:2]([C@@H:9]1[C@:13]2([CH3:30])[C@H:12]([C@H:17]3[C@H:16]([CH2:15][C@@H:14]2[OH:29])[C@:21]2([CH3:27])[C@@H:20]([CH2:25][C@@H:24]([O:26][S:32]([CH3:31])(=[O:34])=[O:33])[CH2:23][CH2:22]2)[CH2:19][C@H:18]3[OH:28])[CH2:11][CH2:10]1)[CH3:1], predict the reactants needed to synthesize it. The reactants are: [CH3:1][CH:2]([CH:9]1[C:13]2([CH3:30])[CH:14]([OH:29])[CH2:15][CH:16]3[C:21]4([CH3:27])[CH2:22][CH2:23][CH:24]([OH:26])[CH2:25][CH:20]4[CH2:19][CH:18]([OH:28])[CH:17]3[CH:12]2[CH2:11][CH2:10]1)[CH2:3][CH2:4][C:5]([O:7][CH3:8])=[O:6].[CH3:31][S:32](Cl)(=[O:34])=[O:33].CCOC(C)=O.Cl. (2) Given the product [ClH:45].[C:11]1([C:21]2[CH:26]=[CH:25][CH:24]=[CH:23][CH:22]=2)[CH:12]=[CH:13][C:14]([CH2:17][C:18]([N:43]([CH3:44])[CH:40]2[CH2:41][CH2:42][N:37]([CH3:36])[CH2:38][CH2:39]2)=[O:20])=[CH:15][CH:16]=1, predict the reactants needed to synthesize it. The reactants are: [N+](C1C=CC=CC=1O)([O-])=O.[C:11]1([C:21]2[CH:26]=[CH:25][CH:24]=[CH:23][CH:22]=2)[CH:16]=[CH:15][C:14]([CH2:17][C:18]([OH:20])=O)=[CH:13][CH:12]=1.CC(C)N=C=NC(C)C.[CH3:36][N:37]1[CH2:42][CH2:41][CH:40]([NH:43][CH3:44])[CH2:39][CH2:38]1.[Cl:45]CC(Cl)C. (3) Given the product [CH3:18][C:13]1=[N:14][NH:15][C:16](=[O:17])/[C:12]/1=[C:4]1\[NH:5][C:6]2[C:11]([C:2]([S:29][C:26]3[CH:25]=[CH:24][C:23]([NH:22][C:19](=[O:21])[CH3:20])=[CH:28][CH:27]=3)=[CH:3]\1)=[CH:10][CH:9]=[CH:8][CH:7]=2, predict the reactants needed to synthesize it. The reactants are: Cl[C:2]1[C:11]2[C:6](=[CH:7][CH:8]=[CH:9][CH:10]=2)[NH:5]/[C:4](=[C:12]2/[C:13]([CH3:18])=[N:14][NH:15][C:16]/2=[O:17])/[CH:3]=1.[C:19]([NH:22][C:23]1[CH:28]=[CH:27][C:26]([SH:29])=[CH:25][CH:24]=1)(=[O:21])[CH3:20]. (4) Given the product [CH2:1]([O:8][C:9]([NH:11][CH2:12][CH2:13][CH2:14][CH2:15][C@H:16]([NH:20][C:21](=[O:49])[C@@H:22]([NH:38][C:39]([O:41][CH2:42][C:43]1[CH:48]=[CH:47][CH:46]=[CH:45][CH:44]=1)=[O:40])[CH2:23][CH2:24][CH2:25][CH2:26][NH:27][C:28]([O:30][CH2:31][C:32]1[CH:37]=[CH:36][CH:35]=[CH:34][CH:33]=1)=[O:29])[C:17]([OH:19])=[O:18])=[O:10])[C:2]1[CH:3]=[CH:4][CH:5]=[CH:6][CH:7]=1, predict the reactants needed to synthesize it. The reactants are: [CH2:1]([O:8][C:9]([NH:11][CH2:12][CH2:13][CH2:14][CH2:15][CH:16]([NH:20][C:21](=[O:49])[C@@H:22]([NH:38][C:39]([O:41][CH2:42][C:43]1[CH:48]=[CH:47][CH:46]=[CH:45][CH:44]=1)=[O:40])[CH2:23][CH2:24][CH2:25][CH2:26][NH:27][C:28]([O:30][CH2:31][C:32]1[CH:37]=[CH:36][CH:35]=[CH:34][CH:33]=1)=[O:29])[C:17]([O-:19])=[O:18])=[O:10])[C:2]1[CH:7]=[CH:6][CH:5]=[CH:4][CH:3]=1.CO.[OH-].[K+]. (5) Given the product [Br:24][C:20]1[N:19]=[C:18]([CH2:17][N:8]2[C:9]3[C:14](=[CH:13][CH:12]=[CH:11][CH:10]=3)[C:15](=[O:16])[C:6]([C:4](=[O:5])[C:30]3[CH:31]=[CH:32][C:27]([Cl:26])=[CH:28][CH:29]=3)=[CH:7]2)[CH:23]=[CH:22][CH:21]=1, predict the reactants needed to synthesize it. The reactants are: CON(C)[C:4]([C:6]1[C:15](=[O:16])[C:14]2[C:9](=[CH:10][CH:11]=[CH:12][CH:13]=2)[N:8]([CH2:17][C:18]2[CH:23]=[CH:22][CH:21]=[C:20]([Br:24])[N:19]=2)[CH:7]=1)=[O:5].[Cl:26][C:27]1[CH:32]=[CH:31][C:30]([Mg]Br)=[CH:29][CH:28]=1. (6) Given the product [C:14]1([CH2:13][CH2:12][CH2:11][CH:10]([NH:20][C:21]([C@H:23]2[CH2:24][CH2:25][C@@H:26]([NH2:29])[CH2:27][CH2:28]2)=[O:22])[CH2:9][CH2:8][CH2:7][C:1]2[CH:2]=[CH:3][CH:4]=[CH:5][CH:6]=2)[CH:19]=[CH:18][CH:17]=[CH:16][CH:15]=1, predict the reactants needed to synthesize it. The reactants are: [C:1]1([CH2:7][CH2:8][CH2:9][CH:10]([NH:20][C:21]([C@H:23]2[CH2:28][CH2:27][C@@H:26]([NH:29]C(OC(C)(C)C)=O)[CH2:25][CH2:24]2)=[O:22])[CH2:11][CH2:12][CH2:13][C:14]2[CH:19]=[CH:18][CH:17]=[CH:16][CH:15]=2)[CH:6]=[CH:5][CH:4]=[CH:3][CH:2]=1.FC(F)(F)C(O)=O. (7) Given the product [Br:1][C:2]1[C:3]([C:19]([F:22])([F:20])[F:21])=[N:4][N:5]([CH3:18])[C:6]=1[C:7]1[CH:12]=[C:11]([NH2:13])[CH:10]=[CH:9][C:8]=1[O:16][CH3:17], predict the reactants needed to synthesize it. The reactants are: [Br:1][C:2]1[C:3]([C:19]([F:22])([F:21])[F:20])=[N:4][N:5]([CH3:18])[C:6]=1[C:7]1[CH:12]=[C:11]([N+:13]([O-])=O)[CH:10]=[CH:9][C:8]=1[O:16][CH3:17].O.O.Cl[Sn]Cl. (8) Given the product [C:11]12([C:10]3=[C:5]([OH:4])[CH:6]=[CH:7][CH:8]=[C:9]3[O:15][CH2:14]1)[CH2:13][CH2:12]2, predict the reactants needed to synthesize it. The reactants are: COC[O:4][C:5]1[C:10]2[C:11]3([CH2:14][O:15][C:9]=2[CH:8]=[CH:7][CH:6]=1)[CH2:13][CH2:12]3.O. (9) The reactants are: [NH2:1][C@@H:2]1[CH2:7][CH2:6][C@H:5]([NH:8][C:9]([C:11]2[C:15]3[N:16]=[CH:17][N:18]=[C:19]([C:20]4[C:28]5[O:27][CH2:26][O:25][C:24]=5[CH:23]=[CH:22][C:21]=4[O:29][CH2:30][CH:31]4[CH2:33][CH2:32]4)[C:14]=3[NH:13][CH:12]=2)=[O:10])[CH2:4][CH2:3]1.Cl[C:35]([C@@H:37]([O:39]C(=O)C)[CH3:38])=[O:36]. Given the product [OH:39][C@@H:37]([CH3:38])[C:35]([NH:1][CH:2]1[CH2:7][CH2:6][CH:5]([NH:8][C:9]([C:11]2[C:15]3[N:16]=[CH:17][N:18]=[C:19]([C:20]4[C:28]5[O:27][CH2:26][O:25][C:24]=5[CH:23]=[CH:22][C:21]=4[O:29][CH2:30][CH:31]4[CH2:33][CH2:32]4)[C:14]=3[NH:13][CH:12]=2)=[O:10])[CH2:4][CH2:3]1)=[O:36], predict the reactants needed to synthesize it.